Task: Predict the reaction yield, written as a fraction of the theoretical maximum amount of product (1.0 means a 100% yield; for example, 0.34 means a 34% yield).. Dataset: Reaction yield outcomes from USPTO patents with 853,638 reactions (1) The reactants are [CH2:1]([N:3]([CH2:19][CH3:20])[CH2:4][CH2:5][N:6]1[C:18]2[CH:17]=[CH:16][CH:15]=[CH:14][C:13]=2[C:12]2[C:7]1=[CH:8][CH:9]=[CH:10][CH:11]=2)[CH3:2].[Al+3].[Cl-:22].[Cl-].[Cl-].[Cl:25][CH2:26][CH2:27][C:28](Cl)=[O:29].Cl. The catalyst is ClCCl. The product is [ClH:25].[Cl:25][CH2:26][CH2:27][C:28]([C:15]1[CH:16]=[CH:17][C:18]2[N:6]([CH2:5][CH2:4][N:3]([CH2:1][CH3:2])[CH2:19][CH3:20])[C:7]3[C:12]([C:13]=2[CH:14]=1)=[CH:11][C:10]([C:28](=[O:29])[CH2:27][CH2:26][Cl:22])=[CH:9][CH:8]=3)=[O:29]. The yield is 0.740. (2) The reactants are [N:1]1[CH:6]=[CH:5][CH:4]=[CH:3][C:2]=1[C:7]1[C:11]([CH2:12][O:13][C:14]2[CH:22]=[CH:21][C:17]([C:18]([OH:20])=O)=[CH:16][N:15]=2)=[CH:10][O:9][N:8]=1.[CH2:23]([CH2:25][NH2:26])[OH:24]. No catalyst specified. The product is [OH:24][CH2:23][CH2:25][NH:26][C:18](=[O:20])[C:17]1[CH:21]=[CH:22][C:14]([O:13][CH2:12][C:11]2[C:7]([C:2]3[CH:3]=[CH:4][CH:5]=[CH:6][N:1]=3)=[N:8][O:9][CH:10]=2)=[N:15][CH:16]=1. The yield is 0.720. (3) The reactants are [CH2:1]([C:3]1[S:44][C:6]2[N:7]([CH2:24][C:25]3[CH:30]=[CH:29][C:28]([C:31]4[CH:36]=[CH:35][CH:34]=[CH:33][C:32]=4[C:37]4[NH:41][C:40](=[O:42])[O:39][N:38]=4)=[CH:27][C:26]=3[F:43])[C:8](=[O:23])[N:9]([CH2:12][CH:13]([OH:22])[C:14]3[CH:19]=[CH:18][C:17]([O:20][CH3:21])=[CH:16][CH:15]=3)[C:10](=[O:11])[C:5]=2[CH:4]=1)[CH3:2].[C:45](OC(=O)C)(=[O:47])[CH3:46].C(N(CC)CC)C. The catalyst is CN(C)C1C=CN=CC=1.C(Cl)Cl. The product is [C:45]([O:22][CH:13]([C:14]1[CH:19]=[CH:18][C:17]([O:20][CH3:21])=[CH:16][CH:15]=1)[CH2:12][N:9]1[C:10](=[O:11])[C:5]2[CH:4]=[C:3]([CH2:1][CH3:2])[S:44][C:6]=2[N:7]([CH2:24][C:25]2[CH:30]=[CH:29][C:28]([C:31]3[CH:36]=[CH:35][CH:34]=[CH:33][C:32]=3[C:37]3[NH:41][C:40](=[O:42])[O:39][N:38]=3)=[CH:27][C:26]=2[F:43])[C:8]1=[O:23])(=[O:47])[CH3:46]. The yield is 0.710. (4) The yield is 0.790. The product is [CH3:13][O:12][C:3]1[CH:4]=[C:5]([C:6]([OH:8])=[O:7])[CH:10]=[CH:11][C:2]=1[C:15]1[CH:16]=[CH:17][CH:18]=[CH:19][C:14]=1[CH3:23]. The reactants are Br[C:2]1[CH:11]=[CH:10][C:5]([C:6]([O:8]C)=[O:7])=[CH:4][C:3]=1[O:12][CH3:13].[C:14]1([CH3:23])[CH:19]=[CH:18][CH:17]=[CH:16][C:15]=1B(O)O.C(=O)([O-])[O-].[K+].[K+].[OH-].[Na+]. The catalyst is C1(C)C=CC=CC=1.O.C1C=CC([P]([Pd]([P](C2C=CC=CC=2)(C2C=CC=CC=2)C2C=CC=CC=2)([P](C2C=CC=CC=2)(C2C=CC=CC=2)C2C=CC=CC=2)[P](C2C=CC=CC=2)(C2C=CC=CC=2)C2C=CC=CC=2)(C2C=CC=CC=2)C2C=CC=CC=2)=CC=1. (5) The reactants are [C:1]([O:5][C:6](=[O:25])[NH:7][C@H:8]([CH2:21][CH:22]([CH3:24])[CH3:23])[C:9]([NH:11][C:12]1[CH:17]=[CH:16][C:15](Br)=[CH:14][C:13]=1[C:19]#[N:20])=[O:10])([CH3:4])([CH3:3])[CH3:2].[N:26]1[CH:31]=[CH:30][C:29](B(O)O)=[CH:28][CH:27]=1. No catalyst specified. The product is [C:1]([O:5][C:6](=[O:25])[NH:7][C@H:8]([CH2:21][CH:22]([CH3:24])[CH3:23])[C:9]([NH:11][C:12]1[CH:17]=[CH:16][C:15]([C:29]2[CH:30]=[CH:31][N:26]=[CH:27][CH:28]=2)=[CH:14][C:13]=1[C:19]#[N:20])=[O:10])([CH3:4])([CH3:3])[CH3:2]. The yield is 0.950. (6) The reactants are [CH3:1][NH:2][C@@H:3]1[C:8]2[CH:9]=[CH:10][CH:11]=[CH:12][C:7]=2[C@H:6]([C:13]2[CH:14]=[CH:15][C:16]([Cl:20])=[C:17]([Cl:19])[CH:18]=2)[CH2:5][CH2:4]1.[ClH:21].N1C=CC=CC=1. The catalyst is CC(O)C.O. The product is [CH3:1][NH:2][C@@H:3]1[C:8]2[CH:9]=[CH:10][CH:11]=[CH:12][C:7]=2[C@H:6]([C:13]2[CH:14]=[CH:15][C:16]([Cl:20])=[C:17]([Cl:19])[CH:18]=2)[CH2:5][CH2:4]1.[ClH:21]. The yield is 0.880. (7) The reactants are [CH:1]([C:3]1[C:4]([F:15])=[CH:5][N:6]=[C:7]2[C:12]=1[N:11]=[C:10]([O:13][CH3:14])[CH:9]=[CH:8]2)=[CH2:2].[OH:16][C@@H:17]1[CH2:21][NH:20][CH2:19][C@H:18]1[CH2:22][NH:23][C:24](=[O:33])[O:25][CH2:26][C:27]1[CH:32]=[CH:31][CH:30]=[CH:29][CH:28]=1. The catalyst is CCO. The product is [C:27]1([CH2:26][O:25][C:24](=[O:33])[NH:23][CH2:22][C@H:18]2[C@H:17]([OH:16])[CH2:21][N:20]([CH2:2][CH2:1][C:3]3[C:12]4[C:7](=[CH:8][CH:9]=[C:10]([O:13][CH3:14])[N:11]=4)[N:6]=[CH:5][C:4]=3[F:15])[CH2:19]2)[CH:32]=[CH:31][CH:30]=[CH:29][CH:28]=1. The yield is 0.980. (8) The reactants are [NH2:1][CH2:2][C@@H:3]1[CH2:8][CH2:7][CH2:6][N:5]([C:9]2[C:18]3[C:13](=[CH:14][C:15]([CH3:19])=[CH:16][CH:17]=3)[N:12]=[C:11]([C:20]3[CH:25]=[CH:24][CH:23]=[CH:22][C:21]=3[OH:26])[N:10]=2)[CH2:4]1.Cl[C:28]([O:30][C@@H:31]1[CH2:35][CH2:34][O:33][CH2:32]1)=[O:29].C(N(CC)CC)C. The yield is 0.540. The catalyst is CN(C=O)C. The product is [OH:26][C:21]1[CH:22]=[CH:23][CH:24]=[CH:25][C:20]=1[C:11]1[N:10]=[C:9]([N:5]2[CH2:6][CH2:7][CH2:8][C@@H:3]([CH2:2][NH:1][C:28](=[O:29])[O:30][C@@H:31]3[CH2:35][CH2:34][O:33][CH2:32]3)[CH2:4]2)[C:18]2[C:13](=[CH:14][C:15]([CH3:19])=[CH:16][CH:17]=2)[N:12]=1. (9) The reactants are [Li+].CC([N-]C(C)C)C.[CH2:9]1[CH2:13][O:12][CH2:11][CH2:10]1.[Se:14]1C=CC=[C:15]1[C:19]1[Se:20][C:21]([C:24]2[Se:25][CH:26]=[CH:27][CH:28]=2)=[CH:22][CH:23]=1.[C:29](OCC)(=[O:31])C. No catalyst specified. The product is [CH:29]([C:26]1[Se:25][C:24]([C:21]2[Se:20][C:19]([C:15]3[Se:14][C:10]([CH:11]=[O:12])=[CH:9][CH:13]=3)=[CH:23][CH:22]=2)=[CH:28][CH:27]=1)=[O:31]. The yield is 0.750. (10) The reactants are [H-].[Na+].CCCCCC.[OH:9][CH2:10][CH2:11][C@H:12]1[CH2:16][O:15][C:14]([CH3:18])([CH3:17])[O:13]1.[CH2:19](Cl)[C:20]1[CH:25]=[CH:24][CH:23]=[CH:22][CH:21]=1. The product is [CH2:19]([O:9][CH2:10][CH2:11][C@H:12]1[CH2:16][O:15][C:14]([CH3:18])([CH3:17])[O:13]1)[C:20]1[CH:25]=[CH:24][CH:23]=[CH:22][CH:21]=1. The catalyst is CN(C)C=O.O. The yield is 0.880.